Dataset: NCI-60 drug combinations with 297,098 pairs across 59 cell lines. Task: Regression. Given two drug SMILES strings and cell line genomic features, predict the synergy score measuring deviation from expected non-interaction effect. Drug 1: CC1CC(C(C(C=C(C(C(C=CC=C(C(=O)NC2=CC(=O)C(=C(C1)C2=O)OC)C)OC)OC(=O)N)C)C)O)OC. Drug 2: C1CCC(C(C1)[NH-])[NH-].C(=O)(C(=O)[O-])[O-].[Pt+4]. Cell line: HCT116. Synergy scores: CSS=74.9, Synergy_ZIP=10.6, Synergy_Bliss=9.07, Synergy_Loewe=5.83, Synergy_HSA=11.6.